Regression/Classification. Given a drug SMILES string, predict its toxicity properties. Task type varies by dataset: regression for continuous values (e.g., LD50, hERG inhibition percentage) or binary classification for toxic/non-toxic outcomes (e.g., AMES mutagenicity, cardiotoxicity, hepatotoxicity). Dataset: ames. From a dataset of Ames mutagenicity test results for genotoxicity prediction. (1) The molecule is O=[N+]([O-])c1ccc(-c2cscn2)o1. The result is 1 (mutagenic). (2) The compound is CCSCCC(N)C(=O)O. The result is 0 (non-mutagenic). (3) The drug is c1ccc2c3c(ccc2c1)Cc1c(ccc2ccccc12)C3. The result is 1 (mutagenic).